From a dataset of NCI-60 drug combinations with 297,098 pairs across 59 cell lines. Regression. Given two drug SMILES strings and cell line genomic features, predict the synergy score measuring deviation from expected non-interaction effect. (1) Drug 1: CCC(=C(C1=CC=CC=C1)C2=CC=C(C=C2)OCCN(C)C)C3=CC=CC=C3.C(C(=O)O)C(CC(=O)O)(C(=O)O)O. Drug 2: CC1=C2C(C(=O)C3(C(CC4C(C3C(C(C2(C)C)(CC1OC(=O)C(C(C5=CC=CC=C5)NC(=O)C6=CC=CC=C6)O)O)OC(=O)C7=CC=CC=C7)(CO4)OC(=O)C)O)C)OC(=O)C. Cell line: NCI-H322M. Synergy scores: CSS=32.3, Synergy_ZIP=5.51, Synergy_Bliss=7.73, Synergy_Loewe=-12.3, Synergy_HSA=1.57. (2) Drug 1: CN1C(=O)N2C=NC(=C2N=N1)C(=O)N. Drug 2: CN1C2=C(C=C(C=C2)N(CCCl)CCCl)N=C1CCCC(=O)O.Cl. Cell line: K-562. Synergy scores: CSS=14.0, Synergy_ZIP=-11.3, Synergy_Bliss=-11.0, Synergy_Loewe=-12.5, Synergy_HSA=-9.49. (3) Drug 1: C1=NC(=NC(=O)N1C2C(C(C(O2)CO)O)O)N. Drug 2: C(CC(=O)O)C(=O)CN.Cl. Cell line: BT-549. Synergy scores: CSS=28.3, Synergy_ZIP=-8.77, Synergy_Bliss=-1.44, Synergy_Loewe=-12.1, Synergy_HSA=1.23. (4) Drug 1: CNC(=O)C1=CC=CC=C1SC2=CC3=C(C=C2)C(=NN3)C=CC4=CC=CC=N4. Drug 2: CC(CN1CC(=O)NC(=O)C1)N2CC(=O)NC(=O)C2. Cell line: SW-620. Synergy scores: CSS=36.9, Synergy_ZIP=-2.27, Synergy_Bliss=-0.519, Synergy_Loewe=-1.30, Synergy_HSA=-1.15. (5) Cell line: HS 578T. Drug 2: C1C(C(OC1N2C=NC(=NC2=O)N)CO)O. Synergy scores: CSS=5.56, Synergy_ZIP=-2.69, Synergy_Bliss=0.519, Synergy_Loewe=0.370, Synergy_HSA=1.16. Drug 1: CC1=C(C(=CC=C1)Cl)NC(=O)C2=CN=C(S2)NC3=CC(=NC(=N3)C)N4CCN(CC4)CCO. (6) Drug 1: CC(CN1CC(=O)NC(=O)C1)N2CC(=O)NC(=O)C2. Drug 2: CNC(=O)C1=NC=CC(=C1)OC2=CC=C(C=C2)NC(=O)NC3=CC(=C(C=C3)Cl)C(F)(F)F. Cell line: OVCAR3. Synergy scores: CSS=9.86, Synergy_ZIP=-5.13, Synergy_Bliss=-6.63, Synergy_Loewe=-14.3, Synergy_HSA=-7.78. (7) Drug 1: CS(=O)(=O)C1=CC(=C(C=C1)C(=O)NC2=CC(=C(C=C2)Cl)C3=CC=CC=N3)Cl. Drug 2: CN(CCCl)CCCl.Cl. Cell line: PC-3. Synergy scores: CSS=16.3, Synergy_ZIP=-2.21, Synergy_Bliss=1.94, Synergy_Loewe=-5.60, Synergy_HSA=0.365.